This data is from Reaction yield outcomes from USPTO patents with 853,638 reactions. The task is: Predict the reaction yield, written as a fraction of the theoretical maximum amount of product (1.0 means a 100% yield; for example, 0.34 means a 34% yield). (1) The reactants are [CH:1]1([NH:8][C:9]2[O:10][CH2:11][C:12]3[CH:18]=[C:17]([NH2:19])[CH:16]=[CH:15][C:13]=3[N:14]=2)[CH2:7][CH2:6][CH2:5][CH2:4][CH2:3][CH2:2]1.[CH:20]([C:22]1[S:23][CH:24]=[CH:25][N:26]=1)=O. No catalyst specified. The product is [CH:1]1([NH:8][C:9]2[O:10][CH2:11][C:12]3[CH:18]=[C:17]([NH:19][CH2:20][C:22]4[S:23][CH:24]=[CH:25][N:26]=4)[CH:16]=[CH:15][C:13]=3[N:14]=2)[CH2:2][CH2:3][CH2:4][CH2:5][CH2:6][CH2:7]1. The yield is 0.390. (2) The reactants are [F:1][C:2]1[CH:10]=[CH:9][C:5]([C:6]([OH:8])=[O:7])=[CH:4][C:3]=1[SH:11].CS(O[CH:17]1[CH2:21][CH2:20][CH:19]([CH2:22]C(OC)=O)[CH2:18]1)(=O)=O.[C:27](=O)([O-])[O-:28].[Cs+].[Cs+].[I-].[Na+].CC[O:37]CC. The catalyst is CS(C)=O. The product is [F:1][C:2]1[CH:10]=[CH:9][C:5]([C:6]([OH:8])=[O:7])=[CH:4][C:3]=1[S:11][CH:21]1[CH2:17][CH2:18][CH:19]([C:22]([O:28][CH3:27])=[O:37])[CH2:20]1. The yield is 0.200. (3) The reactants are [CH3:1][O:2][C:3](=[O:28])[CH2:4][C@H:5]1[C:21](=[O:22])[N:20]([CH2:23][C:24]([CH3:27])([CH3:26])[CH3:25])[CH2:19][C:8]2[C:9]3[CH:10]=[N:11][NH:12][C:13]=3[C:14]([C:16]([CH3:18])=[CH2:17])=[CH:15][C:7]=2[CH2:6]1.[H][H]. The catalyst is C(OCC)(=O)C.CO.[Pd]. The product is [CH3:1][O:2][C:3](=[O:28])[CH2:4][C@H:5]1[C:21](=[O:22])[N:20]([CH2:23][C:24]([CH3:25])([CH3:27])[CH3:26])[CH2:19][C:8]2[C:9]3[CH:10]=[N:11][NH:12][C:13]=3[C:14]([CH:16]([CH3:18])[CH3:17])=[CH:15][C:7]=2[CH2:6]1. The yield is 0.900. (4) The reactants are [Cl:1][C:2]1[CH:3]=[C:4]([C@@H:12]([CH2:24][CH:25]2[CH2:29][CH2:28][CH2:27][CH2:26]2)[C:13]([NH:15][C:16]2[CH:20]=[CH:19][N:18]([CH2:21][CH2:22][OH:23])[N:17]=2)=[O:14])[CH:5]=[CH:6][C:7]=1[S:8]([CH3:11])(=[O:10])=[O:9].[C:30](OC(=O)C)(=[O:32])[CH3:31]. The catalyst is N1C=CC=CC=1.C(OCC)(=O)C. The product is [Cl:1][C:2]1[CH:3]=[C:4]([C@@H:12]([CH2:24][CH:25]2[CH2:26][CH2:27][CH2:28][CH2:29]2)[C:13]([NH:15][C:16]2[CH:20]=[CH:19][N:18]([CH2:21][CH2:22][O:23][C:30](=[O:32])[CH3:31])[N:17]=2)=[O:14])[CH:5]=[CH:6][C:7]=1[S:8]([CH3:11])(=[O:9])=[O:10]. The yield is 0.600. (5) The reactants are [CH2:1]([N:5]1[C:9](=[O:10])[C:8](Cl)=[C:7]([C:12]2[CH:17]=[CH:16][CH:15]=[CH:14][CH:13]=2)[S:6]1(=[O:19])=[O:18])[CH2:2][CH2:3][CH3:4].[CH3:20][O:21][C:22]1[N:27]=[CH:26][C:25]([NH2:28])=[CH:24][CH:23]=1. The catalyst is CC#N.O. The product is [CH2:1]([N:5]1[C:9](=[O:10])[C:8]([NH:28][C:25]2[CH:26]=[N:27][C:22]([O:21][CH3:20])=[CH:23][CH:24]=2)=[C:7]([C:12]2[CH:17]=[CH:16][CH:15]=[CH:14][CH:13]=2)[S:6]1(=[O:19])=[O:18])[CH2:2][CH2:3][CH3:4]. The yield is 0.0430. (6) The reactants are [CH3:1][S:2]([CH:5]=[CH2:6])(=[O:4])=[O:3].[Cl:7][C:8]1[CH:17]=[CH:16][C:15]2[CH2:14][NH:13][CH2:12][CH2:11][C:10]=2[N:9]=1. The catalyst is CCO. The product is [Cl:7][C:8]1[CH:17]=[CH:16][C:15]2[CH2:14][N:13]([CH2:6][CH2:5][S:2]([CH3:1])(=[O:4])=[O:3])[CH2:12][CH2:11][C:10]=2[N:9]=1. The yield is 0.900. (7) The reactants are [CH2:1]([O:3][C:4](=[O:40])[C:5]([C:21]([C:23]1[CH:28]=[C:27]([CH2:29][C:30]2[CH:35]=[CH:34][CH:33]=[C:32]([Cl:36])[C:31]=2[F:37])[N:26]=[C:25]([Cl:38])[C:24]=1Cl)=[O:22])=[CH:6][NH:7][C@H:8]([C:12]([CH3:20])([CH3:19])[O:13][SiH2:14][C:15]([CH3:18])([CH3:17])[CH3:16])[CH:9]([CH3:11])[CH3:10])[CH3:2].C(=O)([O-])[O-].[K+].[K+]. The catalyst is CN(C=O)C. The product is [CH2:1]([O:3][C:4]([C:5]1[C:21](=[O:22])[C:23]2[C:24](=[C:25]([Cl:38])[N:26]=[C:27]([CH2:29][C:30]3[CH:35]=[CH:34][CH:33]=[C:32]([Cl:36])[C:31]=3[F:37])[CH:28]=2)[N:7]([C@H:8]([C:12]([CH3:19])([CH3:20])[O:13][SiH2:14][C:15]([CH3:16])([CH3:17])[CH3:18])[CH:9]([CH3:11])[CH3:10])[CH:6]=1)=[O:40])[CH3:2]. The yield is 0.300.